From a dataset of Full USPTO retrosynthesis dataset with 1.9M reactions from patents (1976-2016). Predict the reactants needed to synthesize the given product. (1) Given the product [C:36]([C:39]1[O:29][N:28]=[C:26]([C:22]2[CH:21]=[C:20]3[C:25](=[CH:24][CH:23]=2)[N:17]([C:14]2[CH:13]=[CH:12][C:11]([NH:10][C:9]([NH:8][C:5]4[CH:6]=[CH:7][C:2]([Cl:1])=[C:3]([C:31]([F:34])([F:32])[F:33])[CH:4]=4)=[O:30])=[CH:16][CH:15]=2)[CH:18]=[CH:19]3)[N:27]=1)([CH3:38])([CH3:37])[CH3:35], predict the reactants needed to synthesize it. The reactants are: [Cl:1][C:2]1[CH:7]=[CH:6][C:5]([NH:8][C:9](=[O:30])[NH:10][C:11]2[CH:16]=[CH:15][C:14]([N:17]3[C:25]4[C:20](=[CH:21][C:22]([C:26]([NH:28][OH:29])=[NH:27])=[CH:23][CH:24]=4)[CH:19]=[CH:18]3)=[CH:13][CH:12]=2)=[CH:4][C:3]=1[C:31]([F:34])([F:33])[F:32].[C:35](O[C:35](=O)[C:36]([CH3:39])([CH3:38])[CH3:37])(=O)[C:36]([CH3:39])([CH3:38])[CH3:37]. (2) The reactants are: [CH2:1]([N:8]1[CH:13]=[C:12]([CH2:14][C:15]2[CH:20]=[CH:19][CH:18]=[CH:17][CH:16]=2)[C:11](=[O:21])[C:10]([C:22](=[O:30])[CH:23]=[C:24]([OH:29])[C:25]([O:27]C)=[O:26])=[CH:9]1)[C:2]1[CH:7]=[CH:6][CH:5]=[CH:4][CH:3]=1.[OH-].[Na+]. Given the product [CH2:1]([N:8]1[CH:13]=[C:12]([CH2:14][C:15]2[CH:16]=[CH:17][CH:18]=[CH:19][CH:20]=2)[C:11](=[O:21])[C:10]([C:22](=[O:30])[CH:23]=[C:24]([OH:29])[C:25]([OH:27])=[O:26])=[CH:9]1)[C:2]1[CH:7]=[CH:6][CH:5]=[CH:4][CH:3]=1, predict the reactants needed to synthesize it. (3) Given the product [O:4]1[CH2:5][CH2:6][C:2](=[N:9][NH:8][C:7]([O:11][CH2:12][C:13]2[CH:18]=[CH:17][CH:16]=[CH:15][CH:14]=2)=[O:10])[CH2:3]1, predict the reactants needed to synthesize it. The reactants are: O=[C:2]1[CH2:6][CH2:5][O:4][CH2:3]1.[C:7]([O:11][CH2:12][C:13]1[CH:18]=[CH:17][CH:16]=[CH:15][CH:14]=1)(=[O:10])[NH:8][NH2:9]. (4) The reactants are: Cl.[OH:2][C:3]1[C:8](=[O:9])[CH:7]=[CH:6][N:5]([CH3:10])[CH:4]=1.C[O:12][CH:13](O)[C:14]([F:17])([F:16])[F:15].Cl. Given the product [OH:2][C:3]1[C:8](=[O:9])[CH:7]=[CH:6][N:5]([CH3:10])[C:4]=1[CH:13]([OH:12])[C:14]([F:17])([F:16])[F:15], predict the reactants needed to synthesize it. (5) Given the product [Cl:1][C:2]1[CH:3]=[C:4]([NH:18][C:31]([C:29]2[CH:28]=[N:27][N:26]([C:23]3[CH:24]=[CH:25][C:20]([Cl:19])=[CH:21][CH:22]=3)[C:30]=2[CH3:38])=[O:32])[CH:5]=[N:6][C:7]=1[N:8]1[CH2:17][CH2:16][C:11]2([O:15][CH2:14][CH2:13][O:12]2)[CH2:10][CH2:9]1, predict the reactants needed to synthesize it. The reactants are: [Cl:1][C:2]1[CH:3]=[C:4]([NH2:18])[CH:5]=[N:6][C:7]=1[N:8]1[CH2:17][CH2:16][C:11]2([O:15][CH2:14][CH2:13][O:12]2)[CH2:10][CH2:9]1.[Cl:19][C:20]1[CH:25]=[CH:24][C:23]([N:26]2[CH:30]=[C:29]([C:31](Cl)=[O:32])[CH:28]=[N:27]2)=[CH:22][CH:21]=1.O.[OH-].[Na+].N1C=CC=C[CH:38]=1. (6) Given the product [CH3:28][N:29]1[CH2:34][CH2:33][N:32]([C:13](=[O:15])[CH2:12][CH2:11][C:4]2[C:3]3[C:2](=[O:1])[CH2:10][CH2:9][CH2:8][C:7]=3[NH:6][CH:5]=2)[CH2:31][CH2:30]1, predict the reactants needed to synthesize it. The reactants are: [O:1]=[C:2]1[CH2:10][CH2:9][CH2:8][C:7]2[NH:6][CH:5]=[C:4]([CH2:11][CH2:12][C:13]([OH:15])=O)[C:3]1=2.C(N1C=CN=C1)(N1C=CN=C1)=O.[CH3:28][N:29]1[CH2:34][CH2:33][NH:32][CH2:31][CH2:30]1.C(N(CC)C(C)C)(C)C. (7) Given the product [CH:1]1[CH:6]=[C:5]([OH:24])[CH:4]=[C:3]([CH2:8][C@H:9]([NH2:13])[C:10]([OH:12])=[O:11])[CH:2]=1, predict the reactants needed to synthesize it. The reactants are: [CH:1]1[CH:6]=[C:5](F)[CH:4]=[C:3]([CH2:8][CH:9]([NH2:13])[C:10]([OH:12])=[O:11])[CH:2]=1.N[C@H](C(O)=[O:24])CC1C=CC=CC=1. (8) Given the product [OH:8][C:9]1[C:41]([O:42][CH3:43])=[CH:40][C:12]2[C:13](=[O:39])[N:14]3[CH2:38][CH2:37][CH2:36][C@H:15]3[C@H:16]([O:25][CH:26]3[C:31]([OH:32])=[C:30]([OH:33])[C:29]([OH:34])=[C:28]([OH:35])[O:27]3)[N:17]([C:18]([O:20][C:21]([CH3:24])([CH3:23])[CH3:22])=[O:19])[C:11]=2[CH:10]=1, predict the reactants needed to synthesize it. The reactants are: C([O:8][C:9]1[C:41]([O:42][CH3:43])=[CH:40][C:12]2[C:13](=[O:39])[N:14]3[CH2:38][CH2:37][CH2:36][C@H:15]3[C@H:16]([O:25][CH:26]3[C:31]([OH:32])=[C:30]([OH:33])[C:29]([OH:34])=[C:28]([OH:35])[O:27]3)[N:17]([C:18]([O:20][C:21]([CH3:24])([CH3:23])[CH3:22])=[O:19])[C:11]=2[CH:10]=1)C1C=CC=CC=1.OCC1(OC[C@@H](O)[C@@H](O)[C@H]1O)O. (9) Given the product [CH3:18][O:17][C:13]1[C:12]2[C:8]([C:6]3[CH:5]=[CH:4][N:3]=[C:2]([C:42]4[CH:41]=[N:40][N:39]([CH3:38])[CH:43]=4)[CH:7]=3)=[N:9][NH:10][C:11]=2[CH:16]=[CH:15][N:14]=1, predict the reactants needed to synthesize it. The reactants are: Cl[C:2]1[CH:7]=[C:6]([C:8]2[C:12]3[C:13]([O:17][CH3:18])=[N:14][CH:15]=[CH:16][C:11]=3[N:10](C(C3C=CC=CC=3)(C3C=CC=CC=3)C3C=CC=CC=3)[N:9]=2)[CH:5]=[CH:4][N:3]=1.[CH3:38][N:39]1[CH:43]=[C:42](B2OC(C)(C)C(C)(C)O2)[CH:41]=[N:40]1.